From a dataset of TCR-epitope binding with 47,182 pairs between 192 epitopes and 23,139 TCRs. Binary Classification. Given a T-cell receptor sequence (or CDR3 region) and an epitope sequence, predict whether binding occurs between them. (1) The epitope is ILHCANFNV. The TCR CDR3 sequence is CASSLRDDYEQYF. Result: 0 (the TCR does not bind to the epitope). (2) The TCR CDR3 sequence is CASSKDCEDTQYF. The epitope is RPRGEVRFL. Result: 0 (the TCR does not bind to the epitope). (3) The epitope is PKYVKQNTLKLAT. The TCR CDR3 sequence is CAWGGGDTQYF. Result: 1 (the TCR binds to the epitope). (4) The epitope is DPFRLLQNSQVFS. The TCR CDR3 sequence is CASSQDSSYEQYF. Result: 0 (the TCR does not bind to the epitope). (5) The epitope is SQASSRSSSR. Result: 1 (the TCR binds to the epitope). The TCR CDR3 sequence is CASSYLPSGTLNEQFF. (6) The epitope is VLQAVGACV. The TCR CDR3 sequence is CATQIGGAGDEQFF. Result: 1 (the TCR binds to the epitope).